Task: Binary Classification. Given a miRNA mature sequence and a target amino acid sequence, predict their likelihood of interaction.. Dataset: Experimentally validated miRNA-target interactions with 360,000+ pairs, plus equal number of negative samples The miRNA is hsa-miR-6768-5p with sequence CACACAGGAAAAGCGGGGCCCUG. The protein sequence of the target gene is MKSSDIDQDLFTDSYCKVCSAQLISESQRVAHYESRKHASKVRLYYMLHPRDGGCPAKRLRSENGSDADMVDKNKCCTLCNMSFTSAVVADSHYQGKIHAKRLKLLLGEKTPLKTTATPLSPLKPPRMDTAPVVASPYQRRDSDRYCGLCAAWFNNPLMAQQHYDGKKHKKNAARVALLEQLGTTLDMGELRGLRRNYRCTICSVSLNSIEQYHAHLKGSKHQTNLKNK. Result: 1 (interaction).